Dataset: CYP1A2 inhibition data for predicting drug metabolism from PubChem BioAssay. Task: Regression/Classification. Given a drug SMILES string, predict its absorption, distribution, metabolism, or excretion properties. Task type varies by dataset: regression for continuous measurements (e.g., permeability, clearance, half-life) or binary classification for categorical outcomes (e.g., BBB penetration, CYP inhibition). Dataset: cyp1a2_veith. (1) The molecule is CCOC(=O)C1=C(N)n2c(s/c(=C\c3ccco3)c2=O)=C(C(=O)OCC)C1c1ccco1. The result is 0 (non-inhibitor). (2) The drug is COc1ccc(C2C(=O)c3ccccc3C2=Nc2ccc(Br)cc2)cc1. The result is 0 (non-inhibitor). (3) The molecule is Cn1c(=O)c(-c2ccc(F)cc2)nc2cncnc21. The result is 1 (inhibitor). (4) The molecule is CC(=C\C(=O)O)/C(=C/c1ccccc1)C(=O)O. The result is 0 (non-inhibitor). (5) The result is 0 (non-inhibitor). The molecule is COCC(=O)N1CCC2(CCN(Cc3cc(C(F)(F)F)cc(C(F)(F)F)c3)CC2)CC1. (6) The molecule is CCNc1ncc2nc(-c3ccccc3)c(=O)n(Cc3cccc(OC)c3)c2n1. The result is 1 (inhibitor). (7) The result is 1 (inhibitor). The compound is CCOC(=O)c1cc2c(=O)n3ccccc3nc2n(CCCOC)c1=NC(C)=O. (8) The drug is CCCCc1c(O)nc(SCCN(C)C)n(-c2ccccc2)c1=O. The result is 0 (non-inhibitor). (9) The molecule is COc1cccc(C(C(=O)Nc2ccc(F)cc2)N(C(=O)Cn2nnc3ccccc32)C2CC2)c1. The result is 0 (non-inhibitor).